Dataset: Experimentally validated miRNA-target interactions with 360,000+ pairs, plus equal number of negative samples. Task: Binary Classification. Given a miRNA mature sequence and a target amino acid sequence, predict their likelihood of interaction. (1) The miRNA is mmu-miR-5106 with sequence AGGUCUGUAGCUCAGUUGGCAGA. The protein sequence of the target gene is MAQKENAYPWPYGSKTSQSGLNTLSQRVLRKEPATTSALALVNRFNSQSTAAPGQKLAENKSQGSTASQGSQNKQPFTIDNFEIGRPLGKGKFGNVYLAREKKSRFIVALKILFKSQIEKEGVEHQLRREIEIQAHLKHPNILQLYNYFYDQQRIYLILEYAPRGELYKELQKSRTFDEQRTATIMEELSDALTYCHKKKVIHRDIKPENLLLGLQGELKIADFGWSVHAPSLRRKTMCGTLDYLPPEMIEGRMHNEMVDLWCIGVLCYELMVGNPPFESPSHSETYRRIVKVDLKFPSS.... Result: 0 (no interaction). (2) The miRNA is hsa-miR-4789-3p with sequence CACACAUAGCAGGUGUAUAUA. The protein sequence of the target gene is MAQTVQNVTLSLTLPITCHICLGKVRQPVVCTNNHVFCSICIDLWLKNNSQCPACRVPITPENPCKEIIGGTSESEPMLSHTVRKHLRKTRLELLHREYEDEIDCLQKEVEELKSKNLSLESQIKTILDPLALMQGSQNEDKHPLADNPSKMDPDSVVEWKKKLRTANEIYEKVKDDVDKLKEANKKLKLENGGLLRENLRLKAEVDNRSPQKFGRFTVAALQSKVEQYERETNRLKKALERSDKYIEELESQVAHLKHSEEAKEDVDALCQRAPSADSKGPNGSDELGPPKNQSDSARK.... Result: 0 (no interaction). (3) The miRNA is hsa-miR-182-3p with sequence UGGUUCUAGACUUGCCAACUA. The protein sequence of the target gene is MPWRAGNGVGLEAQAGTQEAGPEEYCQEELGAEEEMAARAAWPVLRSVNSRELSRIIICNHSPRIVLPVWLNYYGKLLPYLTLLPGRDFRIHNFRSHPWLFRDARTHDKLLVNQTELFVPSSNVNGQPVFANITLQCIP. Result: 1 (interaction). (4) The miRNA is hsa-miR-6787-3p with sequence UCUCAGCUGCUGCCCUCUCCAG. The protein sequence of the target gene is MPEDGAGDGGEVPALIPDGEPLREEQRPLKQSLGSSLCRESHWKCLLLTLLIHACGAVVAWCRLATVPRLVLGPEAALARGAGGPPPTYPASPCSDGYLYIPLAFVSLLYLLYLAECWHCHVRSCQAPRTDAHTVLALIRRLQQAPPCVWWKATSYHYVRRTRQITRYRNGDAYTTTQVYHERADSRTARGEFDYSAHGVRDVSKELVGLAEHAATRLRFTKCFSFGSAEAEASYLTQRARFFSANEGLDDYLEAREGMHLKDVDFRESLMVFADPRSPPWYARAWVFWLVSAATLSWPL.... Result: 1 (interaction). (5) The miRNA is hsa-miR-545-3p with sequence UCAGCAAACAUUUAUUGUGUGC. Result: 1 (interaction). The protein sequence of the target gene is MLLLADMDVVNQLVAGGQFRVVKEPLGFVKVLQWVFAIFAFATCGSYSGELQLSVDCANKTESDLSIEVEFEYPFRLHQVYFDAPTCRGGTTKVFLVGDYSSSAEFFVTVAVFAFLYSMGALATYIFLQNKYRENNKGPMLDFLATAVFAFMWLVSSSAWAKGLSDVKMATDPENIIKEMPVCRQTGNTCKELRDPVTSGLNTSVVFGFLNLVLWVGNLWFVFKETGWAAPFLRAPPGAPEKQPAPGDAYGDAGYGQGPGGYGPQDSYGPQGGYQPDYGQPAGSGGSGYGPQGDYGQQGY....